From a dataset of Full USPTO retrosynthesis dataset with 1.9M reactions from patents (1976-2016). Predict the reactants needed to synthesize the given product. Given the product [S:15]1[CH:16]=[CH:17][CH:18]=[C:14]1[C:12]1[NH:11][C:7]2=[N:8][CH:9]=[CH:10][C:5]([C:3]([OH:4])=[O:2])=[C:6]2[N:13]=1, predict the reactants needed to synthesize it. The reactants are: C[O:2][C:3]([C:5]1[CH:10]=[CH:9][N:8]=[C:7]2[NH:11][C:12]([C:14]3[S:15][CH:16]=[CH:17][CH:18]=3)=[N:13][C:6]=12)=[O:4].O[Li].O.